From a dataset of Forward reaction prediction with 1.9M reactions from USPTO patents (1976-2016). Predict the product of the given reaction. (1) Given the reactants [CH2:1]([O:3][C:4]([C:6]1[C:14]2[C:9](=[CH:10][CH:11]=[C:12]([O:15][C:16]3[CH:21]=[CH:20][C:19]([NH2:22])=[CH:18][N:17]=3)[CH:13]=2)[N:8]([C:23]2[CH:28]=[CH:27][C:26]([O:29][CH:30]([CH3:32])[CH3:31])=[CH:25][CH:24]=2)[C:7]=1[CH2:33][C:34]([O:36]CC)=[O:35])=[O:5])[CH3:2].[OH-].[Na+].Cl, predict the reaction product. The product is: [CH2:1]([O:3][C:4]([C:6]1[C:14]2[C:9](=[CH:10][CH:11]=[C:12]([O:15][C:16]3[CH:21]=[CH:20][C:19]([NH2:22])=[CH:18][N:17]=3)[CH:13]=2)[N:8]([C:23]2[CH:28]=[CH:27][C:26]([O:29][CH:30]([CH3:32])[CH3:31])=[CH:25][CH:24]=2)[C:7]=1[CH2:33][C:34]([OH:36])=[O:35])=[O:5])[CH3:2]. (2) Given the reactants Br[C:2]1[CH:3]=[C:4]([CH:8]([CH3:10])[CH3:9])[CH:5]=[CH:6][CH:7]=1.O.[C:12]1(C)C=CC=CC=1.[NH3:19], predict the reaction product. The product is: [CH:8]([C:4]1[CH:3]=[C:2]([CH:7]=[CH:6][CH:5]=1)[C:12]#[N:19])([CH3:10])[CH3:9]. (3) The product is: [C@@H:27]1([O:26][CH2:37][CH2:38][NH:39][C:22](=[O:24])[CH2:21][N:16]([CH2:17][C:18](=[O:20])[NH:39][CH2:38][CH2:37][O:26][C@@H:27]2[O:35][C@@H:40]([CH3:41])[C@@H:32]([OH:33])[C@@H:30]([OH:31])[C@@H:28]2[OH:29])[C:14](=[O:15])[CH2:13][CH2:12][CH2:11][CH2:10][C:9]([O:8][CH2:1][C:2]2[CH:3]=[CH:4][CH:5]=[CH:6][CH:7]=2)=[O:25])[O:35][C@@H:34]([CH3:36])[C@@H:32]([OH:33])[C@@H:30]([OH:31])[C@@H:28]1[OH:29]. Given the reactants [CH2:1]([O:8][C:9](=[O:25])[CH2:10][CH2:11][CH2:12][CH2:13][C:14]([N:16]([CH2:21][C:22]([OH:24])=O)[CH2:17][C:18]([OH:20])=O)=[O:15])[C:2]1[CH:7]=[CH:6][CH:5]=[CH:4][CH:3]=1.[O:26]([CH2:37][CH2:38][NH2:39])[C@@H:27]1[O:35][C@@H:34]([CH3:36])[C@@H:32]([OH:33])[C@@H:30]([OH:31])[C@@H:28]1[OH:29].[CH2:40](Cl)[CH2:41]Cl, predict the reaction product. (4) Given the reactants [OH:1][CH2:2][C:3]1[CH:26]=[CH:25][C:6]([O:7][CH2:8][C:9]2[N:10]=[C:11]([C:15]3[CH:24]=[CH:23][C:18]([C:19]([O:21][CH3:22])=[O:20])=[CH:17][CH:16]=3)[O:12][C:13]=2[CH3:14])=[C:5]([O:27][CH3:28])[CH:4]=1.O[C:30]1[C:34]([CH:35]=[O:36])=[CH:33][N:32]([C:37]2[CH:42]=[CH:41][CH:40]=[CH:39][CH:38]=2)[N:31]=1.C(P(CCCC)CCCC)CCC.C1CCN(C(/N=N/C(N2CCCCC2)=O)=O)CC1, predict the reaction product. The product is: [CH:35]([C:34]1[C:30]([O:1][CH2:2][C:3]2[CH:26]=[CH:25][C:6]([O:7][CH2:8][C:9]3[N:10]=[C:11]([C:15]4[CH:24]=[CH:23][C:18]([C:19]([O:21][CH3:22])=[O:20])=[CH:17][CH:16]=4)[O:12][C:13]=3[CH3:14])=[C:5]([O:27][CH3:28])[CH:4]=2)=[N:31][N:32]([C:37]2[CH:38]=[CH:39][CH:40]=[CH:41][CH:42]=2)[CH:33]=1)=[O:36]. (5) Given the reactants [NH2:1][C:2]1[C:7]([C:8]([C:10]2[C:15]([F:16])=[CH:14][CH:13]=[C:12]([O:17][CH3:18])[C:11]=2[F:19])=[O:9])=[CH:6][N:5]=[C:4](S(CC)(=O)=O)[N:3]=1.[NH2:25][CH:26]1[CH2:31][CH2:30][N:29]([C:32](=[O:34])[CH3:33])[CH2:28][CH2:27]1, predict the reaction product. The product is: [NH2:1][C:2]1[C:7]([C:8](=[O:9])[C:10]2[C:15]([F:16])=[CH:14][CH:13]=[C:12]([O:17][CH3:18])[C:11]=2[F:19])=[CH:6][N:5]=[C:4]([NH:25][CH:26]2[CH2:31][CH2:30][N:29]([C:32](=[O:34])[CH3:33])[CH2:28][CH2:27]2)[N:3]=1. (6) Given the reactants [CH2:1]=[CH:2][C:3](=[CH2:5])[CH3:4].[CH2:6]=[CH:7][C:8]1[CH:13]=[CH:12][CH:11]=[CH:10][CH:9]=1, predict the reaction product. The product is: [CH2:6]=[CH:7][C:8]1[CH:13]=[CH:12][CH:11]=[CH:10][CH:9]=1.[CH2:1]=[CH:2][C:3](=[CH2:4])[CH3:5].[CH2:1]=[CH:2][C:3]1[CH:4]=[CH:8][CH:7]=[CH:6][CH:5]=1.[CH2:1]=[CH:2][C:3]1[CH:4]=[CH:8][CH:7]=[CH:6][CH:5]=1. (7) Given the reactants [N:1]1[CH:6]=[CH:5][CH:4]=[CH:3][C:2]=1[N:7]([CH2:31][C:32]([O:34][CH2:35][CH3:36])=[O:33])[C:8]([C:10]1[CH:30]=[CH:29][C:13]2[N:14]([CH3:28])[C:15]([CH2:17][N:18]([C:20]3[CH:25]=[CH:24][C:23]([C:26]#[N:27])=[CH:22][CH:21]=3)[CH3:19])=[N:16][C:12]=2[CH:11]=1)=[O:9].[ClH:37].C(=O)([O-])[O-].[NH4+:42].[NH4+], predict the reaction product. The product is: [ClH:37].[N:1]1[CH:6]=[CH:5][CH:4]=[CH:3][C:2]=1[N:7]([CH2:31][C:32]([O:34][CH2:35][CH3:36])=[O:33])[C:8]([C:10]1[CH:30]=[CH:29][C:13]2[N:14]([CH3:28])[C:15]([CH2:17][N:18]([C:20]3[CH:25]=[CH:24][C:23]([C:26](=[NH:42])[NH2:27])=[CH:22][CH:21]=3)[CH3:19])=[N:16][C:12]=2[CH:11]=1)=[O:9].